Dataset: Catalyst prediction with 721,799 reactions and 888 catalyst types from USPTO. Task: Predict which catalyst facilitates the given reaction. (1) Reactant: C(OC([C:6]1[CH:7]=[C:8]([C:6]2[CH:11]=[CH:10][C:9](CSCCO[C:6]3[CH:11]=[CH:10][CH:9]=[CH:8][CH:7]=3)=[CH:8][CH:7]=2)[CH:9]=[CH:10][CH:11]=1)=O)C.[CH2:29]([O:31][C:32]([C:34]1[CH:35]=[C:36]([C:40]2[CH:45]=[CH:44][CH:43]=[C:42]([CH2:46][S:47][CH2:48][CH2:49][OH:50])[CH:41]=2)[CH:37]=[CH:38][CH:39]=1)=[O:33])[CH3:30].C1(O)C=CC=CC=1.C1(P(C2C=CC=CC=2)C2C=CC=CC=2)C=CC=CC=1. Product: [CH2:29]([O:31][C:32]([C:34]1[CH:35]=[C:36]([C:40]2[CH:45]=[CH:44][CH:43]=[C:42]([CH2:46][S:47][CH2:48][CH2:49][O:50][C:6]3[CH:7]=[CH:8][CH:9]=[CH:10][CH:11]=3)[CH:41]=2)[CH:37]=[CH:38][CH:39]=1)=[O:33])[CH3:30]. The catalyst class is: 1. (2) Reactant: [Cl:1][CH2:2][CH2:3][CH2:4][CH:5]([C:8]1[CH:13]=[CH:12][CH:11]=[CH:10][C:9]=1[C:14]([F:17])([F:16])[F:15])[C:6]#[N:7].[CH2:18]([OH:20])[CH3:19].C(Cl)(=O)C. Product: [ClH:1].[Cl:1][CH2:2][CH2:3][CH2:4][CH:5]([C:8]1[CH:13]=[CH:12][CH:11]=[CH:10][C:9]=1[C:14]([F:15])([F:16])[F:17])[C:6](=[NH:7])[O:20][CH2:18][CH3:19]. The catalyst class is: 282. (3) Reactant: [CH:1]1([N:6]2[C:10]3[N:11]=[CH:12][N:13]=[C:14]([NH2:15])[C:9]=3[C:8]([C:16]3[NH:20][C:19]4[CH:21]=[C:22]([N+:25]([O-])=O)[CH:23]=[CH:24][C:18]=4[N:17]=3)=[CH:7]2)[CH2:5][CH2:4][CH2:3][CH2:2]1.[F:28][C:29]1[CH:30]=[C:31]([S:35](Cl)(=[O:37])=[O:36])[CH:32]=[CH:33][CH:34]=1. Product: [NH2:15][C:14]1[C:9]2[C:8]([C:16]3[NH:20][C:19]4[CH:21]=[C:22]([NH:25][S:35]([C:31]5[CH:32]=[CH:33][CH:34]=[C:29]([F:28])[CH:30]=5)(=[O:37])=[O:36])[CH:23]=[CH:24][C:18]=4[N:17]=3)=[CH:7][N:6]([CH:1]3[CH2:5][CH2:4][CH2:3][CH2:2]3)[C:10]=2[N:11]=[CH:12][N:13]=1. The catalyst class is: 16. (4) Reactant: [Cl:1][C:2]1[C:7]([C:8]2[C:9](=[O:31])[N:10]([CH2:29][CH3:30])[C:11]3[C:16]([CH:17]=2)=[CH:15][N:14]=[C:13]([N:18](CC2C=CC(OC)=CC=2)[CH3:19])[CH:12]=3)=[CH:6][C:5]([NH:32][C:33]([NH:35][C:36]2[CH:41]=[C:40]([CH3:42])[CH:39]=[C:38]([F:43])[CH:37]=2)=[O:34])=[C:4]([F:44])[CH:3]=1.C1(OC)C=CC=CC=1. Product: [Cl:1][C:2]1[C:7]([C:8]2[C:9](=[O:31])[N:10]([CH2:29][CH3:30])[C:11]3[C:16]([CH:17]=2)=[CH:15][N:14]=[C:13]([NH:18][CH3:19])[CH:12]=3)=[CH:6][C:5]([NH:32][C:33]([NH:35][C:36]2[CH:41]=[C:40]([CH3:42])[CH:39]=[C:38]([F:43])[CH:37]=2)=[O:34])=[C:4]([F:44])[CH:3]=1. The catalyst class is: 67. (5) Reactant: Br[C:2]1[CH:10]=[CH:9][C:5]([C:6]([OH:8])=[O:7])=[CH:4][C:3]=1[CH3:11].[Cl:12][C:13]1[C:14]([F:22])=[C:15](B(O)O)[CH:16]=[CH:17][CH:18]=1.C(=O)([O-])[O-].[Cs+].[Cs+]. Product: [Cl:12][C:13]1[C:14]([F:22])=[C:15]([C:2]2[CH:10]=[CH:9][C:5]([C:6]([OH:8])=[O:7])=[CH:4][C:3]=2[CH3:11])[CH:16]=[CH:17][CH:18]=1. The catalyst class is: 3. (6) Reactant: [CH3:1][N:2]([CH3:12])[C:3]1[CH:10]=[CH:9][C:6]([C:7]#[N:8])=[C:5]([CH3:11])[N:4]=1. Product: [NH2:8][CH2:7][C:6]1[CH:9]=[CH:10][C:3]([N:2]([CH3:1])[CH3:12])=[N:4][C:5]=1[CH3:11]. The catalyst class is: 94.